The task is: Predict the reactants needed to synthesize the given product.. This data is from Full USPTO retrosynthesis dataset with 1.9M reactions from patents (1976-2016). (1) Given the product [Br:1][C:2]1[N:3]=[C:4]([CH2:22][C:23]#[N:26])[N:5]([C:15]2[CH:20]=[CH:19][C:18]([Cl:21])=[CH:17][CH:16]=2)[C:6]=1[C:7]1[C:8]([F:14])=[CH:9][CH:10]=[CH:11][C:12]=1[F:13], predict the reactants needed to synthesize it. The reactants are: [Br:1][C:2]1[N:3]=[C:4]([CH2:22][CH2:23]Br)[N:5]([C:15]2[CH:20]=[CH:19][C:18]([Cl:21])=[CH:17][CH:16]=2)[C:6]=1[C:7]1[C:12]([F:13])=[CH:11][CH:10]=[CH:9][C:8]=1[F:14].[C-]#[N:26].[K+].C1OCCOCCOCCOCCOCCOC1. (2) Given the product [I:5][C:6]1[CH:7]=[C:8]([CH:12]=[CH:13][C:14]=1[CH3:15])[C:9]([Cl:3])=[O:10], predict the reactants needed to synthesize it. The reactants are: S(Cl)([Cl:3])=O.[I:5][C:6]1[CH:7]=[C:8]([CH:12]=[CH:13][C:14]=1[CH3:15])[C:9](O)=[O:10]. (3) Given the product [CH3:32][C:2]1([CH3:1])[CH2:11][CH:10]=[C:9]([CH2:12][C:13]([O:15][CH2:16][CH3:17])=[O:14])[C:8]2[CH:7]=[C:6]([N:19]=[N:20][C:21]3[CH:22]=[CH:23][C:24]([C:25]([O:27][CH2:28][CH3:29])=[O:26])=[CH:30][CH:31]=3)[CH:5]=[CH:4][C:3]1=2, predict the reactants needed to synthesize it. The reactants are: [CH3:1][C:2]1([CH3:32])[CH2:11][CH2:10][C:9](O)([CH2:12][C:13]([O:15][CH2:16][CH3:17])=[O:14])[C:8]2[CH:7]=[C:6]([N:19]=[N:20][C:21]3[CH:31]=[CH:30][C:24]([C:25]([O:27][CH2:28][CH3:29])=[O:26])=[CH:23][CH:22]=3)[CH:5]=[CH:4][C:3]1=2.C1CCC(N=C=NC2CCCCC2)CC1. (4) Given the product [CH2:13]([NH:12][C:8]1[CH:9]=[CH:10][CH:11]=[C:6]([C:4]2[N:3]=[N:2][NH:1][CH:5]=2)[CH:7]=1)[C:14]1[CH:15]=[CH:16][CH:17]=[CH:18][CH:19]=1, predict the reactants needed to synthesize it. The reactants are: [NH:1]1[CH:5]=[C:4]([C:6]2[CH:7]=[C:8]([NH:12][C:13](=O)[C:14]3[CH:19]=[CH:18][CH:17]=[CH:16][CH:15]=3)[CH:9]=[CH:10][CH:11]=2)[N:3]=[N:2]1.[H-].[Al+3].[Li+].[H-].[H-].[H-].O.[O-]S([O-])(=O)=O.[Na+].[Na+].